Dataset: Peptide-MHC class I binding affinity with 185,985 pairs from IEDB/IMGT. Task: Regression. Given a peptide amino acid sequence and an MHC pseudo amino acid sequence, predict their binding affinity value. This is MHC class I binding data. (1) The peptide sequence is LPTWLGAAI. The MHC is HLA-B08:01 with pseudo-sequence HLA-B08:01. The binding affinity (normalized) is 0.0847. (2) The peptide sequence is HNFCNLTSA. The MHC is HLA-A02:06 with pseudo-sequence HLA-A02:06. The binding affinity (normalized) is 0.269. (3) The peptide sequence is AGLLFVLL. The MHC is H-2-Db with pseudo-sequence H-2-Db. The binding affinity (normalized) is 0. (4) The peptide sequence is TESDAIRTL. The MHC is HLA-A02:01 with pseudo-sequence HLA-A02:01. The binding affinity (normalized) is 0.0847. (5) The MHC is HLA-A11:01 with pseudo-sequence HLA-A11:01. The peptide sequence is ISYPPLHER. The binding affinity (normalized) is 0.504.